This data is from Forward reaction prediction with 1.9M reactions from USPTO patents (1976-2016). The task is: Predict the product of the given reaction. (1) The product is: [Cl:1][C:2]1[CH:3]=[C:4]([NH:8][C:9]2[N:10]=[CH:11][N:12]=[C:13]([NH:15][C:25]([NH:24][C:18]3[C:19]([Cl:23])=[CH:20][CH:21]=[CH:22][C:17]=3[Cl:16])=[O:26])[CH:14]=2)[CH:5]=[CH:6][CH:7]=1. Given the reactants [Cl:1][C:2]1[CH:3]=[C:4]([NH:8][C:9]2[CH:14]=[C:13]([NH2:15])[N:12]=[CH:11][N:10]=2)[CH:5]=[CH:6][CH:7]=1.[Cl:16][C:17]1[CH:22]=[CH:21][CH:20]=[C:19]([Cl:23])[C:18]=1[N:24]=[C:25]=[O:26], predict the reaction product. (2) The product is: [Cl:1][C:2]1[CH:3]=[C:4]([CH:8]=[CH:9][C:10]=1[O:11][CH3:12])[C:5]([NH:18][C@H:17]([CH2:19][CH:20]([CH3:22])[CH3:21])[C:16]([O:15][CH3:14])=[O:23])=[O:7]. Given the reactants [Cl:1][C:2]1[CH:3]=[C:4]([CH:8]=[CH:9][C:10]=1[O:11][CH3:12])[C:5]([OH:7])=O.Cl.[CH3:14][O:15][C:16](=[O:23])[C@@H:17]([CH2:19][CH:20]([CH3:22])[CH3:21])[NH2:18], predict the reaction product.